Task: Predict the product of the given reaction.. Dataset: Forward reaction prediction with 1.9M reactions from USPTO patents (1976-2016) (1) Given the reactants Br[C:2]1[S:3][CH:4]=[C:5]([C:7]2[CH:12]=[CH:11][C:10]([NH:13][S:14]([C:17]([F:20])([F:19])[F:18])(=[O:16])=[O:15])=[CH:9][C:8]=2[Cl:21])[N:6]=1.[F:22][C:23]1[C:24](B2OC(C)(C)C(C)(C)O2)=[C:25]2[CH:31]=[CH:30][N:29]([Si](C(C)C)(C(C)C)C(C)C)[C:26]2=[N:27][CH:28]=1.C(=O)([O-])[O-].[Na+].[Na+].CN(C)C=O, predict the reaction product. The product is: [Cl:21][C:8]1[CH:9]=[C:10]([NH:13][S:14]([C:17]([F:20])([F:19])[F:18])(=[O:16])=[O:15])[CH:11]=[CH:12][C:7]=1[C:5]1[N:6]=[C:2]([C:24]2[C:23]([F:22])=[CH:28][N:27]=[C:26]3[NH:29][CH:30]=[CH:31][C:25]=23)[S:3][CH:4]=1. (2) Given the reactants [Br:1][C:2]1[CH:3]=[C:4]([CH:7]=[CH:8][C:9]=1[O:10][CH2:11][CH2:12][CH3:13])[CH:5]=[O:6].ClC1C=C(C=CC=1OCC)C=[O:19], predict the reaction product. The product is: [Br:1][C:2]1[CH:3]=[C:4]([CH:7]=[CH:8][C:9]=1[O:10][CH2:11][CH2:12][CH3:13])[C:5]([OH:19])=[O:6]. (3) Given the reactants [OH:1][C:2]([C:5]1[O:9][N:8]=[C:7]([CH:10]=[C:11]([C:14]#[N:15])[C:12]#[N:13])[CH:6]=1)([CH3:4])[CH3:3].[BH4-].[Na+].Cl, predict the reaction product. The product is: [OH:1][C:2]([C:5]1[O:9][N:8]=[C:7]([CH2:10][CH:11]([C:12]#[N:13])[C:14]#[N:15])[CH:6]=1)([CH3:4])[CH3:3]. (4) Given the reactants [Cl:1][C:2]1[CH:7]=[CH:6][CH:5]=[C:4]([Cl:8])[C:3]=1[CH2:9][S:10]([C:13]1[CH:14]=[C:15]2[C:19](=[CH:20][CH:21]=1)[NH:18][C:17](=[O:22])/[C:16]/2=[CH:23]\[C:24]1[NH:28][C:27]([CH3:29])=[C:26]([C:30]([OH:32])=O)[C:25]=1[CH3:33])(=[O:12])=[O:11].[NH:34]1[CH2:38][CH2:37][C@@H:36]([OH:39])[CH2:35]1.C1C=CC2N(O)N=NC=2C=1.CCN=C=NCCCN(C)C.Cl, predict the reaction product. The product is: [Cl:1][C:2]1[CH:7]=[CH:6][CH:5]=[C:4]([Cl:8])[C:3]=1[CH2:9][S:10]([C:13]1[CH:14]=[C:15]2[C:19](=[CH:20][CH:21]=1)[NH:18][C:17](=[O:22])/[C:16]/2=[CH:23]\[C:24]1[NH:28][C:27]([CH3:29])=[C:26]([C:30]([N:34]2[CH2:38][CH2:37][C@@H:36]([OH:39])[CH2:35]2)=[O:32])[C:25]=1[CH3:33])(=[O:11])=[O:12]. (5) Given the reactants [NH2:1][C:2]1[N:10]=[C:9]2[C:5]([N:6]=[CH:7][N:8]2[C@@H:11]2[O:23][C@H:22]([CH2:24][O:25][C:26](=[O:28])[CH3:27])[C@@H:17]([O:18][C:19](=[O:21])[CH3:20])[C@H:12]2[O:13][C:14](=[O:16])[CH3:15])=[C:4](Cl)[N:3]=1.Cl.[CH3:31][NH:32][CH3:33].C(N(C(C)C)CC)(C)C.O, predict the reaction product. The product is: [NH2:1][C:2]1[N:10]=[C:9]2[C:5]([N:6]=[CH:7][N:8]2[C@@H:11]2[O:23][C@H:22]([CH2:24][O:25][C:26](=[O:28])[CH3:27])[C@@H:17]([O:18][C:19](=[O:21])[CH3:20])[C@H:12]2[O:13][C:14](=[O:16])[CH3:15])=[C:4]([N:32]([CH3:33])[CH3:31])[N:3]=1. (6) Given the reactants C([O:5][C:6](=[O:39])[CH2:7][N:8]([S:28]([C:31]1[CH:36]=[C:35]([Cl:37])[CH:34]=[C:33]([Cl:38])[CH:32]=1)(=[O:30])=[O:29])[C:9]1[CH:10]=[C:11]2[C:15](=[CH:16][CH:17]=1)[N:14]([C:18]1[C:19]([O:26]C)=[N:20][C:21]([O:24]C)=[N:22][CH:23]=1)[CH:13]=[CH:12]2)(C)(C)C.Cl, predict the reaction product. The product is: [Cl:37][C:35]1[CH:36]=[C:31]([S:28]([N:8]([CH2:7][C:6]([OH:39])=[O:5])[C:9]2[CH:10]=[C:11]3[C:15](=[CH:16][CH:17]=2)[N:14]([C:18]2[C:19](=[O:26])[NH:20][C:21](=[O:24])[NH:22][CH:23]=2)[CH:13]=[CH:12]3)(=[O:29])=[O:30])[CH:32]=[C:33]([Cl:38])[CH:34]=1.